Task: Regression. Given a peptide amino acid sequence and an MHC pseudo amino acid sequence, predict their binding affinity value. This is MHC class II binding data.. Dataset: Peptide-MHC class II binding affinity with 134,281 pairs from IEDB The peptide sequence is AFKVAATAANAVPAN. The MHC is HLA-DPA10201-DPB11401 with pseudo-sequence HLA-DPA10201-DPB11401. The binding affinity (normalized) is 0.788.